The task is: Regression. Given a peptide amino acid sequence and an MHC pseudo amino acid sequence, predict their binding affinity value. This is MHC class II binding data.. This data is from Peptide-MHC class II binding affinity with 134,281 pairs from IEDB. (1) The peptide sequence is MKYLAAFLLLGLAGN. The MHC is DRB1_0301 with pseudo-sequence DRB1_0301. The binding affinity (normalized) is 0. (2) The peptide sequence is DLLIEALSAMMLDRL. The MHC is DRB4_0101 with pseudo-sequence DRB4_0103. The binding affinity (normalized) is 0.690. (3) The peptide sequence is VVAVDIKEKGKDKWI. The MHC is HLA-DQA10104-DQB10503 with pseudo-sequence HLA-DQA10104-DQB10503. The binding affinity (normalized) is 0.